From a dataset of Reaction yield outcomes from USPTO patents with 853,638 reactions. Predict the reaction yield, written as a fraction of the theoretical maximum amount of product (1.0 means a 100% yield; for example, 0.34 means a 34% yield). (1) The reactants are C(O)(=O)C.[N+:5](/[CH:8]=[CH:9]/[C:10]1[CH:15]=[CH:14][C:13]([CH2:16][O:17][C:18]2[CH:23]=[CH:22][CH:21]=[CH:20][CH:19]=2)=[CH:12][CH:11]=1)([O-:7])=[O:6].[BH4-].[Na+]. The catalyst is CS(C)=O. The product is [N+:5]([CH2:8][CH2:9][C:10]1[CH:15]=[CH:14][C:13]([CH2:16][O:17][C:18]2[CH:23]=[CH:22][CH:21]=[CH:20][CH:19]=2)=[CH:12][CH:11]=1)([O-:7])=[O:6]. The yield is 0.510. (2) The reactants are [CH3:1][O:2][C:3]([NH:5][C@@H:6]([CH:20]([CH3:22])[CH3:21])[C:7]([N:9]1[C@@H:13]([CH3:14])[CH2:12][CH2:11][C@H:10]1[C:15]([O:17]CC)=[O:16])=[O:8])=[O:4].[Li+].[OH-]. The catalyst is CO. The product is [CH3:1][O:2][C:3]([NH:5][C@@H:6]([CH:20]([CH3:22])[CH3:21])[C:7]([N:9]1[C@@H:13]([CH3:14])[CH2:12][CH2:11][C@H:10]1[C:15]([OH:17])=[O:16])=[O:8])=[O:4]. The yield is 0.560. (3) The product is [CH3:1][C:2]1([CH3:10])[O:7][C:6](=[O:8])[C:5](=[CH:22][NH:19][C:18]2[CH:20]=[CH:21][C:15]([S:12]([CH3:11])(=[O:13])=[O:14])=[CH:16][CH:17]=2)[C:4](=[O:9])[O:3]1. No catalyst specified. The reactants are [CH3:1][C:2]1([CH3:10])[O:7][C:6](=[O:8])[CH2:5][C:4](=[O:9])[O:3]1.[CH3:11][S:12]([C:15]1[CH:21]=[CH:20][C:18]([NH2:19])=[CH:17][CH:16]=1)(=[O:14])=[O:13].[CH:22](OC)(OC)OC. The yield is 1.00. (4) The reactants are C(OC([NH:8][C@H:9]([C:11]([NH:13][CH:14]1[N:20]=[C:19]([C:21]2[CH:26]=[CH:25][CH:24]=[CH:23][N:22]=2)[C:18]2[CH:27]=[CH:28][CH:29]=[CH:30][C:17]=2[N:16]([CH3:31])[C:15]1=[O:32])=[O:12])[CH3:10])=O)(C)(C)C.C(O)(C(F)(F)F)=O. The catalyst is C(Cl)Cl. The product is [NH2:8][C@H:9]([C:11]([NH:13][CH:14]1[N:20]=[C:19]([C:21]2[CH:26]=[CH:25][CH:24]=[CH:23][N:22]=2)[C:18]2[CH:27]=[CH:28][CH:29]=[CH:30][C:17]=2[N:16]([CH3:31])[C:15]1=[O:32])=[O:12])[CH3:10]. The yield is 0.660. (5) The reactants are [NH2:1][C@@H:2]1[C:10]2[C:5](=[CH:6][CH:7]=[CH:8][CH:9]=2)[CH2:4][C@H:3]1[NH:11][C:12]([C:14]1[NH:18][C:17]2[C:19]([Cl:23])=[C:20]([Cl:22])[S:21][C:16]=2[CH:15]=1)=[O:13].C(N(CC)CC)C.[Cl:31][CH2:32][C:33](Cl)=[O:34].O. The catalyst is ClCCl. The product is [Cl:22][C:20]1[S:21][C:16]2[CH:15]=[C:14]([C:12]([NH:11][C@@H:3]3[CH2:4][C:5]4[C:10](=[CH:9][CH:8]=[CH:7][CH:6]=4)[C@H:2]3[NH:1][C:33](=[O:34])[CH2:32][Cl:31])=[O:13])[NH:18][C:17]=2[C:19]=1[Cl:23]. The yield is 0.730. (6) The reactants are [CH3:1][O:2][C:3]1[CH:4]=[C:5]2[C:10](=[CH:11][CH:12]=1)[CH:9]([CH2:13][C:14]1[CH:19]=[CH:18][C:17]([O:20][CH2:21][C:22]3[CH:27]=[CH:26][CH:25]=[CH:24][CH:23]=3)=[CH:16][CH:15]=1)[NH:8][CH2:7][CH2:6]2.[Cl:28][C:29]1[N:34]=[C:33](Cl)[CH:32]=[CH:31][N:30]=1.C(=O)(O)[O-].[Na+]. The catalyst is C(O)C. The product is [Cl:28][C:29]1[N:34]=[C:33]([N:8]2[CH2:7][CH2:6][C:5]3[C:10](=[CH:11][CH:12]=[C:3]([O:2][CH3:1])[CH:4]=3)[CH:9]2[CH2:13][C:14]2[CH:19]=[CH:18][C:17]([O:20][CH2:21][C:22]3[CH:27]=[CH:26][CH:25]=[CH:24][CH:23]=3)=[CH:16][CH:15]=2)[CH:32]=[CH:31][N:30]=1. The yield is 0.790.